From a dataset of Forward reaction prediction with 1.9M reactions from USPTO patents (1976-2016). Predict the product of the given reaction. (1) Given the reactants [N:1]1([CH2:8][C@H:9]2[N:13]([C:14]3[CH:19]=[CH:18][C:17]([O:20][CH2:21][CH2:22][CH2:23][N:24]4[CH2:28][CH2:27][CH2:26][CH:25]4[CH3:29])=[CH:16][CH:15]=3)[C:12](=O)[CH2:11][CH2:10]2)[CH2:7][CH2:6][CH2:5][CH2:4][CH2:3][CH2:2]1.COC1C=CC(P2(=S)SP(=S)(C3C=CC(OC)=CC=3)[S:40]2)=CC=1.C1(C)C=CC=CC=1.O, predict the reaction product. The product is: [N:1]1([CH2:8][C@H:9]2[N:13]([C:14]3[CH:19]=[CH:18][C:17]([O:20][CH2:21][CH2:22][CH2:23][N:24]4[CH2:28][CH2:27][CH2:26][CH:25]4[CH3:29])=[CH:16][CH:15]=3)[C:12](=[S:40])[CH2:11][CH2:10]2)[CH2:7][CH2:6][CH2:5][CH2:4][CH2:3][CH2:2]1. (2) Given the reactants [F:1][C:2]([F:41])([F:40])[C:3]1[CH:4]=[C:5]([C@H:13]2[O:17][C:16](=[O:18])[N:15]([CH2:19][C:20]3[CH:25]=[C:24]([N+:26]([O-])=O)[CH:23]=[CH:22][C:21]=3[C:29]3[CH:34]=[C:33]([CH:35]([CH3:37])[CH3:36])[CH:32]=[CH:31][C:30]=3[Cl:38])[C@H:14]2[CH3:39])[CH:6]=[C:7]([C:9]([F:12])([F:11])[F:10])[CH:8]=1, predict the reaction product. The product is: [NH2:26][C:24]1[CH:23]=[CH:22][C:21]([C:29]2[CH:34]=[C:33]([CH:35]([CH3:37])[CH3:36])[CH:32]=[CH:31][C:30]=2[Cl:38])=[C:20]([CH2:19][N:15]2[C@@H:14]([CH3:39])[C@@H:13]([C:5]3[CH:6]=[C:7]([C:9]([F:10])([F:11])[F:12])[CH:8]=[C:3]([C:2]([F:41])([F:40])[F:1])[CH:4]=3)[O:17][C:16]2=[O:18])[CH:25]=1. (3) Given the reactants [F:1][C:2]1[CH:7]=[CH:6][CH:5]=[CH:4][C:3]=1[N:8]1[C:12]2=[N:13][C:14]([O:18][CH2:19][C:20]3[N:21]([CH3:25])[N:22]=[CH:23][N:24]=3)=[C:15](Br)[CH:16]=[C:11]2[N:10]=[N:9]1.C([Sn](CCCC)(CCCC)[C:31]1[CH:36]=[CH:35][CH:34]=[CH:33][CH:32]=1)CCC, predict the reaction product. The product is: [F:1][C:2]1[CH:7]=[CH:6][CH:5]=[CH:4][C:3]=1[N:8]1[C:12]2=[N:13][C:14]([O:18][CH2:19][C:20]3[N:21]([CH3:25])[N:22]=[CH:23][N:24]=3)=[C:15]([C:31]3[CH:36]=[CH:35][CH:34]=[CH:33][CH:32]=3)[CH:16]=[C:11]2[N:10]=[N:9]1. (4) Given the reactants [Cl:1][C:2]1[CH:7]=[CH:6][C:5]([C:8]2[C:13]([C:14]([O:16][C:17]([CH3:20])([CH3:19])[CH3:18])=[O:15])=[C:12]([CH3:21])[N:11]=[C:10]([CH2:22][CH:23]([CH3:25])[CH3:24])[C:9]=2[C:26]#[N:27])=[CH:4][CH:3]=1.N.O1CCCC1.[H][H], predict the reaction product. The product is: [NH2:27][CH2:26][C:9]1[C:10]([CH2:22][CH:23]([CH3:25])[CH3:24])=[N:11][C:12]([CH3:21])=[C:13]([C:8]=1[C:5]1[CH:6]=[CH:7][C:2]([Cl:1])=[CH:3][CH:4]=1)[C:14]([O:16][C:17]([CH3:20])([CH3:19])[CH3:18])=[O:15]. (5) The product is: [Cl:36][C:29]1[CH:30]=[N+:31]([O-:35])[CH:32]=[C:33]([Cl:34])[C:28]=1[CH2:27][C@@H:26]([C:37]1[CH:42]=[CH:41][C:40]([O:43][CH:44]([F:45])[F:46])=[C:39]([O:47][CH2:48][CH:49]2[CH2:51][CH2:50]2)[CH:38]=1)[O:25][C:23](=[O:24])[CH2:22][N:17]1[C:18]2[C:14](=[C:13]([NH:8][S:9]([CH3:12])(=[O:11])=[O:10])[CH:21]=[CH:20][CH:19]=2)[CH:15]=[CH:16]1. Given the reactants C(OC([N:8]([C:13]1[CH:21]=[CH:20][CH:19]=[C:18]2[C:14]=1[CH:15]=[CH:16][N:17]2[CH2:22][C:23]([O:25][C@H:26]([C:37]1[CH:42]=[CH:41][C:40]([O:43][CH:44]([F:46])[F:45])=[C:39]([O:47][CH2:48][CH:49]2[CH2:51][CH2:50]2)[CH:38]=1)[CH2:27][C:28]1[C:33]([Cl:34])=[CH:32][N+:31]([O-:35])=[CH:30][C:29]=1[Cl:36])=[O:24])[S:9]([CH3:12])(=[O:11])=[O:10])=O)(C)(C)C.O1CCOCC1, predict the reaction product.